This data is from Experimentally validated miRNA-target interactions with 360,000+ pairs, plus equal number of negative samples. The task is: Binary Classification. Given a miRNA mature sequence and a target amino acid sequence, predict their likelihood of interaction. The miRNA is hsa-miR-6848-5p with sequence UGGGGGCUGGGAUGGGCCAUGGU. The protein sequence of the target gene is MAESRGRLYLWMCLAAALASFLMGFMVGWFIKPLKETTTSVRYHQSIRWKLVSEMKAENIKSFLRSFTKLPHLAGTEQNFLLAKKIQTQWKKFGLDSAKLVHYDVLLSYPNETNANYISIVDEHETEIFKTSYLEPPPDGYENVTNIVPPYNAFSAQGMPEGDLVYVNYARTEDFFKLEREMGINCTGKIVIARYGKIFRGNKVKNAMLAGAIGIILYSDPADYFAPEVQPYPKGWNLPGTAAQRGNVLNLNGAGDPLTPGYPAKEYTFRLDVEEGVGIPRIPVHPIGYNDAEILLRYLG.... Result: 0 (no interaction).